Dataset: NCI-60 drug combinations with 297,098 pairs across 59 cell lines. Task: Regression. Given two drug SMILES strings and cell line genomic features, predict the synergy score measuring deviation from expected non-interaction effect. (1) Drug 1: CC12CCC3C(C1CCC2O)C(CC4=C3C=CC(=C4)O)CCCCCCCCCS(=O)CCCC(C(F)(F)F)(F)F. Drug 2: CN(C(=O)NC(C=O)C(C(C(CO)O)O)O)N=O. Cell line: DU-145. Synergy scores: CSS=-6.96, Synergy_ZIP=4.80, Synergy_Bliss=0.595, Synergy_Loewe=-7.84, Synergy_HSA=-7.31. (2) Drug 1: C1=CC(=CC=C1C#N)C(C2=CC=C(C=C2)C#N)N3C=NC=N3. Drug 2: CCC1(CC2CC(C3=C(CCN(C2)C1)C4=CC=CC=C4N3)(C5=C(C=C6C(=C5)C78CCN9C7C(C=CC9)(C(C(C8N6C=O)(C(=O)OC)O)OC(=O)C)CC)OC)C(=O)OC)O.OS(=O)(=O)O. Cell line: OVCAR-4. Synergy scores: CSS=-2.87, Synergy_ZIP=-0.338, Synergy_Bliss=-2.91, Synergy_Loewe=-10.3, Synergy_HSA=-6.91. (3) Drug 1: CN1C2=C(C=C(C=C2)N(CCCl)CCCl)N=C1CCCC(=O)O.Cl. Drug 2: C1C(C(OC1N2C=NC(=NC2=O)N)CO)O. Cell line: EKVX. Synergy scores: CSS=0.730, Synergy_ZIP=-3.32, Synergy_Bliss=-5.88, Synergy_Loewe=-4.98, Synergy_HSA=-4.38. (4) Cell line: UO-31. Synergy scores: CSS=9.73, Synergy_ZIP=-3.22, Synergy_Bliss=-0.973, Synergy_Loewe=0.117, Synergy_HSA=0.419. Drug 1: CC(C1=C(C=CC(=C1Cl)F)Cl)OC2=C(N=CC(=C2)C3=CN(N=C3)C4CCNCC4)N. Drug 2: CS(=O)(=O)CCNCC1=CC=C(O1)C2=CC3=C(C=C2)N=CN=C3NC4=CC(=C(C=C4)OCC5=CC(=CC=C5)F)Cl. (5) Drug 1: C1=CC(=CC=C1CC(C(=O)O)N)N(CCCl)CCCl.Cl. Drug 2: CC(C)(C#N)C1=CC(=CC(=C1)CN2C=NC=N2)C(C)(C)C#N. Cell line: SK-OV-3. Synergy scores: CSS=-0.232, Synergy_ZIP=-3.41, Synergy_Bliss=-7.45, Synergy_Loewe=-8.79, Synergy_HSA=-8.73.